This data is from Full USPTO retrosynthesis dataset with 1.9M reactions from patents (1976-2016). The task is: Predict the reactants needed to synthesize the given product. (1) Given the product [OH:26][C:23]([CH3:24])([CH3:25])[CH2:22][CH2:21][O:20][C:4]1[CH:3]=[C:2]([C:33]2[CH:32]=[N:31][N:30]([CH2:29][C:28]([OH:45])([CH3:44])[CH3:27])[CH:34]=2)[C:14]2[C:13]3[C:8](=[CH:9][CH:10]=[CH:11][CH:12]=3)[C@@:7]([C:16]([F:18])([F:19])[F:17])([OH:15])[C:6]=2[CH:5]=1, predict the reactants needed to synthesize it. The reactants are: Cl[C:2]1[C:14]2[C:13]3[C:8](=[CH:9][CH:10]=[CH:11][CH:12]=3)[C@@:7]([C:16]([F:19])([F:18])[F:17])([OH:15])[C:6]=2[CH:5]=[C:4]([O:20][CH2:21][CH2:22][C:23]([OH:26])([CH3:25])[CH3:24])[CH:3]=1.[CH3:27][C:28]([OH:45])([CH3:44])[CH2:29][N:30]1[CH:34]=[C:33](B2OC(C)(C)C(C)(C)O2)[CH:32]=[N:31]1.COC1C=CC=C(OC)C=1C1C=CC=CC=1P(C1CCCCC1)C1CCCCC1.C(=O)([O-])O.[Na+]. (2) Given the product [NH2:17][C:15](=[O:16])[CH2:14][NH:13][C:5](=[O:7])[C:4]1[CH:8]=[CH:9][CH:10]=[C:2]([Br:1])[C:3]=1[F:11], predict the reactants needed to synthesize it. The reactants are: [Br:1][C:2]1[C:3]([F:11])=[C:4]([CH:8]=[CH:9][CH:10]=1)[C:5]([OH:7])=O.Cl.[NH2:13][CH2:14][C:15]([NH2:17])=[O:16]. (3) The reactants are: [CH3:1][S:2][C:3]1[CH:9]=[CH:8][C:6]([NH2:7])=[C:5]([C:10]([F:13])([F:12])[F:11])[CH:4]=1.F[C:15]1[CH:22]=[CH:21][C:18]([C:19]#[N:20])=[CH:17][CH:16]=1. Given the product [NH2:20][CH2:19][C:18]1[CH:21]=[CH:22][C:15]([NH:7][C:6]2[CH:8]=[CH:9][C:3]([S:2][CH3:1])=[CH:4][C:5]=2[C:10]([F:11])([F:12])[F:13])=[CH:16][CH:17]=1, predict the reactants needed to synthesize it. (4) Given the product [CH:7]1([C:12]([O:14][CH2:15][C:16]2[CH:21]=[CH:20][CH:19]=[CH:18][CH:17]=2)=[O:13])[CH2:11][CH:10]=[CH:9][CH2:8]1, predict the reactants needed to synthesize it. The reactants are: C([O-])([O-])=O.[K+].[K+].[CH:7]1([C:12]([OH:14])=[O:13])[CH2:11][CH:10]=[CH:9][CH2:8]1.[CH2:15](Br)[C:16]1[CH:21]=[CH:20][CH:19]=[CH:18][CH:17]=1. (5) The reactants are: [F:1][C:2]1[CH:3]=[C:4]([C:8](=[O:11])[CH2:9][CH3:10])[CH:5]=[CH:6][CH:7]=1.[Br:12]Br. Given the product [Br:12][CH:9]([CH3:10])[C:8]([C:4]1[CH:5]=[CH:6][CH:7]=[C:2]([F:1])[CH:3]=1)=[O:11], predict the reactants needed to synthesize it. (6) Given the product [NH2:2][C:3]1[C:13]([OH:14])=[CH:12][C:6]([C:7]([O:9][CH2:10][CH3:11])=[O:8])=[CH:5][C:4]=1[CH:18]1[CH2:19][CH2:20]1, predict the reactants needed to synthesize it. The reactants are: Cl.[NH2:2][C:3]1[C:13]([O:14]COC)=[CH:12][C:6]([C:7]([O:9][CH2:10][CH3:11])=[O:8])=[CH:5][C:4]=1[CH:18]1[CH2:20][CH2:19]1. (7) Given the product [C:52]([C:50]1[CH:51]=[C:47]([NH:46][C:45]([NH:34][C@@H:27]2[C:28]3[C:33](=[CH:32][CH:31]=[CH:30][CH:29]=3)[C@H:24]([O:23][C:20]3[CH:21]=[CH:22][C:17]4[N:18]([C:14]([N:11]5[CH2:10][CH2:9][CH:8]([CH2:7][CH2:6][O:5][Si:4]([CH:35]([CH3:37])[CH3:36])([CH:1]([CH3:2])[CH3:3])[CH:38]([CH3:40])[CH3:39])[CH2:13][CH2:12]5)=[N:15][N:16]=4)[CH:19]=3)[CH2:25][CH2:26]2)=[O:44])[N:48]([C:56]2[CH:61]=[CH:60][C:59]([CH3:62])=[CH:58][CH:57]=2)[N:49]=1)([CH3:55])([CH3:53])[CH3:54], predict the reactants needed to synthesize it. The reactants are: [CH:1]([Si:4]([CH:38]([CH3:40])[CH3:39])([CH:35]([CH3:37])[CH3:36])[O:5][CH2:6][CH2:7][CH:8]1[CH2:13][CH2:12][N:11]([C:14]2[N:18]3[CH:19]=[C:20]([O:23][C@H:24]4[C:33]5[C:28](=[CH:29][CH:30]=[CH:31][CH:32]=5)[C@@H:27]([NH2:34])[CH2:26][CH2:25]4)[CH:21]=[CH:22][C:17]3=[N:16][N:15]=2)[CH2:10][CH2:9]1)([CH3:3])[CH3:2].ClC(Cl)(Cl)C[O:44][C:45](=O)[NH:46][C:47]1[N:48]([C:56]2[CH:61]=[CH:60][C:59]([CH3:62])=[CH:58][CH:57]=2)[N:49]=[C:50]([C:52]([CH3:55])([CH3:54])[CH3:53])[CH:51]=1.CCN(C(C)C)C(C)C.